This data is from Full USPTO retrosynthesis dataset with 1.9M reactions from patents (1976-2016). The task is: Predict the reactants needed to synthesize the given product. (1) Given the product [Cl:1][C:2]1[C:10]2[N:9]=[C:8]([NH:11][C:12]3[CH:17]=[N:16][C:15]([N:18]([CH3:19])[CH3:20])=[CH:14][C:13]=3[CH3:21])[N:7]([CH2:22][CH:23]([OH:31])[CH3:24])[C:6]=2[C:5]([CH:25]([CH2:26][CH3:27])[CH2:28][CH3:29])=[CH:4][CH:3]=1, predict the reactants needed to synthesize it. The reactants are: [Cl:1][C:2]1[C:10]2[N:9]=[C:8]([NH:11][C:12]3[C:13]([CH3:21])=[CH:14][C:15]([N:18]([CH3:20])[CH3:19])=[N:16][CH:17]=3)[N:7]([CH2:22][CH:23]=[CH2:24])[C:6]=2[C:5]([CH:25]([CH2:28][CH3:29])[CH2:26][CH3:27])=[CH:4][CH:3]=1.B.[O:31]1CCCC1.O.O.O.O.B(O[O-])([O-])[O-].[Na+].[Na+].[Na+].O. (2) Given the product [Cl:13][C:14]1[CH:19]=[CH:18][CH:17]=[CH:16][C:15]=1[CH2:20][N:21]1[C:22]([OH:42])=[C:23]([C:38]([NH:10][CH2:9][C:5]2[CH:6]=[CH:7][CH:8]=[C:3]([C:2]([F:11])([F:12])[F:1])[CH:4]=2)=[O:39])[C:24]([OH:37])=[C:25]([C:28]([NH:30][CH2:31][C:32]([OH:34])=[O:33])=[O:29])[C:26]1=[O:27], predict the reactants needed to synthesize it. The reactants are: [F:1][C:2]([F:12])([F:11])[C:3]1[CH:4]=[C:5]([CH2:9][NH2:10])[CH:6]=[CH:7][CH:8]=1.[Cl:13][C:14]1[CH:19]=[CH:18][CH:17]=[CH:16][C:15]=1[CH2:20][N:21]1[C:26](=[O:27])[C:25]([C:28]([NH:30][CH2:31][C:32]([O:34]CC)=[O:33])=[O:29])=[C:24]([OH:37])[C:23]([C:38](OC)=[O:39])=[C:22]1[OH:42].